From a dataset of Peptide-MHC class I binding affinity with 185,985 pairs from IEDB/IMGT. Regression. Given a peptide amino acid sequence and an MHC pseudo amino acid sequence, predict their binding affinity value. This is MHC class I binding data. The peptide sequence is LSDAIFDDL. The MHC is HLA-B39:01 with pseudo-sequence HLA-B39:01. The binding affinity (normalized) is 0.0847.